This data is from Forward reaction prediction with 1.9M reactions from USPTO patents (1976-2016). The task is: Predict the product of the given reaction. (1) Given the reactants Br[C:2]12[CH2:11][C:6]3([CH3:12])[CH2:7][CH:8]([CH2:10][C:4]([CH3:13])([CH2:5]3)[CH2:3]1)[CH2:9]2.[NH2:14]C(N)=O.Cl.[OH-].[Na+], predict the reaction product. The product is: [NH2:14][C:2]12[CH2:11][C:6]3([CH3:12])[CH2:7][CH:8]([CH2:10][C:4]([CH3:13])([CH2:5]3)[CH2:3]1)[CH2:9]2. (2) Given the reactants Br[C:2]1[N:7]=[C:6]([O:8][CH3:9])[C:5]([N:10]2[CH:14]=[C:13]([CH3:15])[N:12]=[CH:11]2)=[CH:4][CH:3]=1.[NH3:16].CO, predict the reaction product. The product is: [CH3:9][O:8][C:6]1[N:7]=[C:2]([NH2:16])[CH:3]=[CH:4][C:5]=1[N:10]1[CH:14]=[C:13]([CH3:15])[N:12]=[CH:11]1. (3) Given the reactants [NH2:1][C:2]1[CH:7]=[CH:6][C:5]([OH:8])=[CH:4][C:3]=1[N+:9]([O-])=O, predict the reaction product. The product is: [NH2:9][C:3]1[CH:4]=[C:5]([OH:8])[CH:6]=[CH:7][C:2]=1[NH2:1]. (4) Given the reactants ClC1[O:6][C:5]2[CH:7]=[CH:8][C:9]([C:11]#[N:12])=[CH:10][C:4]=2[O:3]1, predict the reaction product. The product is: [OH:3][C:4]1[CH:10]=[C:9]([CH:8]=[CH:7][C:5]=1[OH:6])[C:11]#[N:12].